This data is from Full USPTO retrosynthesis dataset with 1.9M reactions from patents (1976-2016). The task is: Predict the reactants needed to synthesize the given product. (1) The reactants are: Br[CH2:2][C:3]([C:5]1[CH:10]=[CH:9][C:8]([O:11][CH3:12])=[C:7]([O:13][CH3:14])[CH:6]=1)=O.[C:15]([NH2:18])(=[S:17])[CH3:16]. Given the product [CH3:14][O:13][C:7]1[CH:6]=[C:5]([C:3]2[N:18]=[C:15]([CH3:16])[S:17][CH:2]=2)[CH:10]=[CH:9][C:8]=1[O:11][CH3:12], predict the reactants needed to synthesize it. (2) Given the product [Cl:1][C:2]1[CH:3]=[C:4]([CH2:17][N:18]2[C:22]([CH3:23])=[CH:21][C:20]([C:24]([O:26][CH2:27][CH3:28])=[O:25])=[N:19]2)[C:5]2[O:9][C:8]([C:10]([CH3:15])([CH3:11])[CH3:30])=[CH:7][C:6]=2[CH:16]=1, predict the reactants needed to synthesize it. The reactants are: [Cl:1][C:2]1[CH:3]=[C:4]([CH2:17][N:18]2[C:22]([CH3:23])=[CH:21][C:20]([C:24]([O:26][CH2:27][CH3:28])=[O:25])=[N:19]2)[C:5]2[O:9][C:8]([CH:10]3[CH2:15]CCC[CH2:11]3)=[CH:7][C:6]=2[CH:16]=1.Cl[C:30]1C=C(CI)C2OC(C(C)(C)C)=CC=2C=1.[Na+].[I-]. (3) Given the product [C:31]([N:1]([C:2]1[C:11]2[C:6](=[N:7][C:8]([C:19]3[CH:24]=[CH:23][C:22]([Cl:25])=[CH:21][C:20]=3[Cl:26])=[C:9]([C:12]3[CH:13]=[CH:14][C:15]([Cl:18])=[CH:16][CH:17]=3)[CH:10]=2)[N:5]([CH3:27])[C:4](=[O:28])[C:3]=1[C:29]#[N:30])[C:40](=[O:46])[CH3:41])(=[O:33])[CH3:32], predict the reactants needed to synthesize it. The reactants are: [NH2:1][C:2]1[C:11]2[C:6](=[N:7][C:8]([C:19]3[CH:24]=[CH:23][C:22]([Cl:25])=[CH:21][C:20]=3[Cl:26])=[C:9]([C:12]3[CH:17]=[CH:16][C:15]([Cl:18])=[CH:14][CH:13]=3)[CH:10]=2)[N:5]([CH3:27])[C:4](=[O:28])[C:3]=1[C:29]#[N:30].[C:31](Cl)(=[O:33])[CH3:32].C(N([CH2:40][CH3:41])CC)C.CN(C=[O:46])C. (4) Given the product [Br:1][C:2]1[CH:7]=[CH:6][C:5]([N+:8]([O-:10])=[O:9])=[C:4]([S:15][CH:13]([CH3:14])[CH3:12])[CH:3]=1, predict the reactants needed to synthesize it. The reactants are: [Br:1][C:2]1[CH:7]=[CH:6][C:5]([N+:8]([O-:10])=[O:9])=[C:4](F)[CH:3]=1.[CH3:12][CH:13]([S-:15])[CH3:14].[Na+].O.C(#N)C. (5) Given the product [CH3:1][C:2]1[CH:3]=[N:4][CH:5]=[CH:6][C:7]=1[C:8]([N:47]1[CH2:48][CH:43]([C:40]2[CH:39]=[CH:38][C:37]([C:36]([F:59])([F:58])[F:35])=[CH:42][CH:41]=2)[CH2:44][CH:45]([NH:49][C:50]([C:51]2[CH:52]=[CH:53][CH:54]=[CH:55][CH:56]=2)=[O:57])[CH2:46]1)=[O:10], predict the reactants needed to synthesize it. The reactants are: [CH3:1][C:2]1[CH:3]=[N:4][CH:5]=[CH:6][C:7]=1[C:8]([OH:10])=O.CN(C(ON1N=NC2C=CC=NC1=2)=[N+](C)C)C.F[P-](F)(F)(F)(F)F.[F:35][C:36]([F:59])([F:58])[C:37]1[CH:42]=[CH:41][C:40]([CH:43]2[CH2:48][NH:47][CH2:46][CH:45]([NH:49][C:50](=[O:57])[C:51]3[CH:56]=[CH:55][CH:54]=[CH:53][CH:52]=3)[CH2:44]2)=[CH:39][CH:38]=1.